From a dataset of Catalyst prediction with 721,799 reactions and 888 catalyst types from USPTO. Predict which catalyst facilitates the given reaction. (1) Reactant: C([O:8][C:9]1[CH:35]=[CH:34][C:12]([O:13][CH2:14][CH2:15][C:16]2[N:17]=[C:18]([C:22]3[CH:27]=[CH:26][C:25]([C:28]4[CH:33]=[CH:32][CH:31]=[CH:30][CH:29]=4)=[CH:24][CH:23]=3)[O:19][C:20]=2[CH3:21])=[C:11]([CH2:36][CH2:37][CH2:38][CH3:39])[CH:10]=1)C1C=CC=CC=1.[H][H]. Product: [CH2:36]([C:11]1[CH:10]=[C:9]([OH:8])[CH:35]=[CH:34][C:12]=1[O:13][CH2:14][CH2:15][C:16]1[N:17]=[C:18]([C:22]2[CH:23]=[CH:24][C:25]([C:28]3[CH:29]=[CH:30][CH:31]=[CH:32][CH:33]=3)=[CH:26][CH:27]=2)[O:19][C:20]=1[CH3:21])[CH2:37][CH2:38][CH3:39]. The catalyst class is: 29. (2) Product: [NH2:1][C:2]1[C:3]([C:4]#[N:5])=[C:6]([C:26]2[CH:31]=[CH:30][C:29]([NH:32][C:42](=[O:44])[CH3:43])=[C:28]([O:33][CH2:34][CH2:35][N:36]3[CH2:41][CH2:40][CH2:39][CH2:38][CH2:37]3)[CH:27]=2)[CH:7]=[C:8]([C:10]2[CH:15]=[CH:14][CH:13]=[CH:12][C:11]=2[O:16][CH2:17][C:18]2[CH:23]=[CH:22][C:21]([O:24][CH3:25])=[CH:20][CH:19]=2)[N:9]=1. The catalyst class is: 2. Reactant: [NH2:1][C:2]1[N:9]=[C:8]([C:10]2[CH:15]=[CH:14][CH:13]=[CH:12][C:11]=2[O:16][CH2:17][C:18]2[CH:23]=[CH:22][C:21]([O:24][CH3:25])=[CH:20][CH:19]=2)[CH:7]=[C:6]([C:26]2[CH:31]=[CH:30][C:29]([NH2:32])=[C:28]([O:33][CH2:34][CH2:35][N:36]3[CH2:41][CH2:40][CH2:39][CH2:38][CH2:37]3)[CH:27]=2)[C:3]=1[C:4]#[N:5].[C:42](Cl)(=[O:44])[CH3:43].N1C=CC=CC=1.